From a dataset of Forward reaction prediction with 1.9M reactions from USPTO patents (1976-2016). Predict the product of the given reaction. (1) Given the reactants [CH2:1]([O:8][C:9]([N:11]1[CH2:16][CH2:15][CH:14]([NH:17][C:18]([O:20][C:21]([CH3:24])([CH3:23])[CH3:22])=[O:19])[CH:13]([OH:25])[CH2:12]1)=[O:10])[C:2]1[CH:7]=[CH:6][CH:5]=[CH:4][CH:3]=1.C(N(CC)CC)C.[CH3:33][S:34](Cl)(=[O:36])=[O:35], predict the reaction product. The product is: [CH2:1]([O:8][C:9]([N:11]1[CH2:16][CH2:15][CH:14]([NH:17][C:18]([O:20][C:21]([CH3:22])([CH3:24])[CH3:23])=[O:19])[CH:13]([O:25][S:34]([CH3:33])(=[O:36])=[O:35])[CH2:12]1)=[O:10])[C:2]1[CH:3]=[CH:4][CH:5]=[CH:6][CH:7]=1. (2) Given the reactants C([O:8][C:9]1[CH:10]=[C:11]2[C:16](=[CH:17][CH:18]=1)[C:15]([CH:19]=[O:20])=[CH:14][CH:13]=[C:12]2[N:21](CC1C=CC=CC=1)CC1C=CC=CC=1)C1C=CC=CC=1, predict the reaction product. The product is: [NH2:21][C:12]1[CH:13]=[CH:14][C:15]([CH2:19][OH:20])=[C:16]2[C:11]=1[CH:10]=[C:9]([OH:8])[CH:18]=[CH:17]2. (3) Given the reactants C(=O)([O-])[O-].[K+].[K+].[OH:7][C:8]1[CH:13]=[CH:12][C:11]([C:14]2([OH:33])[CH2:19][CH2:18][N:17]([C:20]3[CH:21]=[CH:22][C:23]4[N:24]([C:26]([C:29]([F:32])([F:31])[F:30])=[N:27][N:28]=4)[N:25]=3)[CH2:16][CH2:15]2)=[CH:10][CH:9]=1.Cl[CH2:35][C:36](=[O:38])[CH3:37], predict the reaction product. The product is: [OH:33][C:14]1([C:11]2[CH:12]=[CH:13][C:8]([O:7][CH2:35][C:36](=[O:38])[CH3:37])=[CH:9][CH:10]=2)[CH2:19][CH2:18][N:17]([C:20]2[CH:21]=[CH:22][C:23]3[N:24]([C:26]([C:29]([F:32])([F:31])[F:30])=[N:27][N:28]=3)[N:25]=2)[CH2:16][CH2:15]1. (4) Given the reactants [F:1][C:2]1[CH:3]=[CH:4][C:5](O)=[C:6]([C:8](=O)[CH3:9])[CH:7]=1.CC1C=CC(S([O:22][CH2:23][C@@H:24]2[O:26][CH2:25]2)(=O)=O)=CC=1.C(=O)([O-])[O-:28].[K+].[K+].CN(C)C=O, predict the reaction product. The product is: [F:1][C:2]1[CH:3]=[CH:4][CH2:5][C@:6]([CH2:8][CH:9]=[O:28])([O:22][CH2:23][CH:24]2[CH2:25][O:26]2)[CH:7]=1. (5) Given the reactants C(O[C:6]([N:8]1[CH2:13][CH2:12][NH:11][CH2:10][CH2:9]1)=O)(C)(C)C.ClC[C:16](Cl)=[O:17].[C:19]([NH2:23])([CH3:22])([CH3:21])[CH3:20], predict the reaction product. The product is: [C:19]([NH:23][C:16](=[O:17])[CH2:6][N:8]1[CH2:9][CH2:10][NH:11][CH2:12][CH2:13]1)([CH3:22])([CH3:21])[CH3:20]. (6) Given the reactants [C:1]([C:3]1[CH:8]=[CH:7][C:6]([NH2:9])=[CH:5][CH:4]=1)#[N:2].[CH2:10]1[C:19]2[C:14](=[CH:15][CH:16]=[CH:17][CH:18]=2)[CH:13]=[CH:12][CH2:11]1.C([O:23][C:24]1[CH:31]=[CH:30][C:27]([CH:28]=O)=[CH:26][C:25]=1[O:32][CH3:33])(=O)C, predict the reaction product. The product is: [OH:23][C:24]1[CH:31]=[CH:30][C:27]([CH:28]2[CH:16]3[CH:15]([C:14]4[CH:13]=[CH:12][CH:11]=[CH:10][C:19]=4[CH2:18][CH2:17]3)[C:5]3[CH:4]=[C:3]([C:1]#[N:2])[CH:8]=[CH:7][C:6]=3[NH:9]2)=[CH:26][C:25]=1[O:32][CH3:33]. (7) Given the reactants [O:1]=[C:2]1[NH:6][C:5](=[O:7])[C:4](=[CH:8][C:9]2[CH:14]=[CH:13][C:12]([C:15]3[CH:20]=[CH:19][CH:18]=[C:17]([CH2:21][N:22]([CH3:40])[C:23](=[O:39])[O:24][CH2:25][CH:26]4[C:38]5[CH:37]=[CH:36][CH:35]=[CH:34][C:33]=5[C:32]5[C:27]4=[CH:28][CH:29]=[CH:30][CH:31]=5)[CH:16]=3)=[CH:11][CH:10]=2)[S:3]1, predict the reaction product. The product is: [O:1]=[C:2]1[NH:6][C:5](=[O:7])[CH:4]([CH2:8][C:9]2[CH:10]=[CH:11][C:12]([C:15]3[CH:20]=[CH:19][CH:18]=[C:17]([CH2:21][N:22]([CH3:40])[C:23](=[O:39])[O:24][CH2:25][CH:26]4[C:38]5[CH:37]=[CH:36][CH:35]=[CH:34][C:33]=5[C:32]5[C:27]4=[CH:28][CH:29]=[CH:30][CH:31]=5)[CH:16]=3)=[CH:13][CH:14]=2)[S:3]1. (8) Given the reactants [Cl:1][C:2]1[CH:3]=[C:4]([NH:8][C:9]2[N:14]=[CH:13][C:12]([CH:15]=O)=[C:11]([CH:17]([CH3:19])[CH3:18])[CH:10]=2)[CH:5]=[CH:6][CH:7]=1.[F:20][C:21]1([F:27])[CH2:26][CH2:25][NH:24][CH2:23][CH2:22]1.CO.C([BH3-])#N.[Na+], predict the reaction product. The product is: [ClH:1].[ClH:1].[Cl:1][C:2]1[CH:3]=[C:4]([NH:8][C:9]2[CH:10]=[C:11]([CH:17]([CH3:19])[CH3:18])[C:12]([CH2:15][N:24]3[CH2:25][CH2:26][C:21]([F:27])([F:20])[CH2:22][CH2:23]3)=[CH:13][N:14]=2)[CH:5]=[CH:6][CH:7]=1.